From a dataset of Forward reaction prediction with 1.9M reactions from USPTO patents (1976-2016). Predict the product of the given reaction. (1) Given the reactants [O:1]1[C:6]2[CH:7]=[CH:8][C:9]([S:11][C:12]3[CH:17]=[CH:16][C:15]([C:18]4[CH:23]=[CH:22][N:21]=[CH:20][CH:19]=4)=[CH:14][C:13]=3[C:24]([F:27])([F:26])[F:25])=[CH:10][C:5]=2[O:4][CH2:3][CH2:2]1.OC1CCNC1.[OH:34][CH2:35][CH2:36][N:37]1[CH2:42][CH2:41][NH:40][CH2:39][CH2:38]1, predict the reaction product. The product is: [O:1]1[C:6]2[CH:7]=[CH:8][C:9]([S:11][C:12]3[CH:17]=[CH:16][C:15]([C:18]4[CH:19]=[CH:20][N:21]=[C:22]([N:40]5[CH2:41][CH2:42][N:37]([CH2:36][CH2:35][OH:34])[CH2:38][CH2:39]5)[CH:23]=4)=[CH:14][C:13]=3[C:24]([F:25])([F:26])[F:27])=[CH:10][C:5]=2[O:4][CH2:3][CH2:2]1. (2) Given the reactants [H-].[Na+].[Br:3][C:4]1[N:5]=[C:6]([O:11]C)[C:7]([NH2:10])=[N:8][CH:9]=1.[Cl:13][C:14]1[CH:15]=[C:16]([S:21](Cl)(=[O:23])=[O:22])[CH:17]=[C:18]([Cl:20])[CH:19]=1.Cl, predict the reaction product. The product is: [Br:3][C:4]1[N:5]=[C:6]([OH:11])[C:7]([NH:10][S:21]([C:16]2[CH:15]=[C:14]([Cl:13])[CH:19]=[C:18]([Cl:20])[CH:17]=2)(=[O:23])=[O:22])=[N:8][CH:9]=1. (3) Given the reactants [F:1][C:2]1[CH:35]=[CH:34][C:5]([O:6][C:7]2[CH:12]=[CH:11][C:10]([S:13]([NH:16][CH2:17][CH2:18][C:19]3[CH:24]=[CH:23][CH:22]=[CH:21][C:20]=3[O:25][CH2:26][CH2:27][N:28]3[CH2:33][CH2:32][CH2:31][CH2:30][CH2:29]3)(=[O:15])=[O:14])=[CH:9][CH:8]=2)=[CH:4][CH:3]=1.[C:36]([OH:40])(=[O:39])[CH:37]=O, predict the reaction product. The product is: [F:1][C:2]1[CH:3]=[CH:4][C:5]([O:6][C:7]2[CH:8]=[CH:9][C:10]([S:13]([N:16]3[CH2:17][CH2:18][C:19]4[C:24](=[CH:23][CH:22]=[CH:21][C:20]=4[O:25][CH2:26][CH2:27][N:28]4[CH2:29][CH2:30][CH2:31][CH2:32][CH2:33]4)[CH:37]3[C:36]([OH:40])=[O:39])(=[O:15])=[O:14])=[CH:11][CH:12]=2)=[CH:34][CH:35]=1. (4) Given the reactants Br[C:2]1[CH:11]=[C:10]2[C:5]([CH:6]=[C:7]([NH:12][C:13]([CH:15]3[CH2:17][CH2:16]3)=[O:14])[N:8]=[CH:9]2)=[CH:4][CH:3]=1.O1CCOCC1.C([Sn](CCCC)(CCCC)[C:29]1[CH:34]=[N:33][CH:32]=[CH:31][N:30]=1)CCC, predict the reaction product. The product is: [N:30]1[CH:31]=[CH:32][N:33]=[CH:34][C:29]=1[C:2]1[CH:11]=[C:10]2[C:5]([CH:6]=[C:7]([NH:12][C:13]([CH:15]3[CH2:17][CH2:16]3)=[O:14])[N:8]=[CH:9]2)=[CH:4][CH:3]=1. (5) Given the reactants [NH2:1][C@@H:2]([CH2:13][CH:14]1[CH2:19][CH2:18][CH2:17][CH2:16][CH2:15]1)[CH2:3][N:4]([CH3:12])[C:5](=[O:11])[O:6][C:7]([CH3:10])([CH3:9])[CH3:8].C1N=CN([C:25]([N:27]2[CH:31]=N[CH:29]=[CH:28]2)=[O:26])C=1.CCN(C(C)C)C(C)C.[Cl:41][C:42]1[CH:43]=[C:44]([CH:48]([C@@H:56]2CCCN[CH2:57]2)[O:49][CH2:50][C:51]([NH:53][CH2:54][CH3:55])=[O:52])[CH:45]=[CH:46][CH:47]=1, predict the reaction product. The product is: [Cl:41][C:42]1[CH:43]=[C:44]([CH:48]([O:49][CH2:50][C:51]([NH:53][CH2:54][CH3:55])=[O:52])[C@@H:56]2[CH2:57][CH2:29][CH2:28][N:27]([C:25]([NH:1][C@@H:2]([CH2:13][CH:14]3[CH2:15][CH2:16][CH2:17][CH2:18][CH2:19]3)[CH2:3][N:4]([CH3:12])[C:5](=[O:11])[O:6][C:7]([CH3:9])([CH3:10])[CH3:8])=[O:26])[CH2:31]2)[CH:45]=[CH:46][CH:47]=1. (6) Given the reactants [CH:1]1([N:4]([CH:18]2[CH2:23][CH2:22][NH:21][CH2:20][CH2:19]2)[C:5](=[O:17])[C:6]2[CH:11]=[CH:10][C:9]([C:12]3[O:16][CH:15]=[N:14][CH:13]=3)=[CH:8][CH:7]=2)[CH2:3][CH2:2]1.[CH2:24]([N:26](C(C)C)C(C)C)C, predict the reaction product. The product is: [C:24]([N:21]1[CH2:22][CH2:23][CH:18]([N:4]([CH:1]2[CH2:3][CH2:2]2)[C:5](=[O:17])[C:6]2[CH:7]=[CH:8][C:9]([C:12]3[O:16][CH:15]=[N:14][CH:13]=3)=[CH:10][CH:11]=2)[CH2:19][CH2:20]1)#[N:26].